This data is from CYP2C9 inhibition data for predicting drug metabolism from PubChem BioAssay. The task is: Regression/Classification. Given a drug SMILES string, predict its absorption, distribution, metabolism, or excretion properties. Task type varies by dataset: regression for continuous measurements (e.g., permeability, clearance, half-life) or binary classification for categorical outcomes (e.g., BBB penetration, CYP inhibition). Dataset: cyp2c9_veith. (1) The compound is Cc1ccnc(NC(=S)NC(=O)c2ccco2)c1. The result is 1 (inhibitor). (2) The drug is CO/N=C1\[C@@H]2CCn3c(=O)n(-c4ccccc4)c(=O)n3[C@H]2[C@H](O)[C@H]2O[C@H]12. The result is 0 (non-inhibitor). (3) The compound is CS(=O)(=O)N1CCC2(CCCN(C(=O)Nc3ccccc3)C2)CC1. The result is 0 (non-inhibitor). (4) The molecule is CCCC(=O)Nc1ncnc2c1ncn2[C@@H]1O[C@H]2COP(=O)([O-])O[C@@H]2[C@@H]1OC(=O)CCC.O.[Na+]. The result is 0 (non-inhibitor). (5) The drug is CN1CCC2=C[C@H](O)[C@@H]3OC(=O)c4cc5c(cc4[C@H]3[C@H]21)OCO5. The result is 0 (non-inhibitor). (6) The drug is CCOc1cc(-c2noc(N)c2C#N)cc(OCC)c1OCC. The result is 1 (inhibitor). (7) The drug is Cc1cccc(CNc2ccnc(-c3ccc(N(C)C)cc3)n2)c1. The result is 0 (non-inhibitor).